Dataset: Reaction yield outcomes from USPTO patents with 853,638 reactions. Task: Predict the reaction yield, written as a fraction of the theoretical maximum amount of product (1.0 means a 100% yield; for example, 0.34 means a 34% yield). The reactants are [CH2:1]([C:3]1[C:8](=[O:9])[N:7]2[N:10]=[C:11]([CH3:15])[C:12]([C:13]#[N:14])=[C:6]2[NH:5][C:4]=1[CH2:16][O:17]C)[CH3:2].B(Cl)(Cl)Cl. The catalyst is C(Cl)Cl. The product is [CH2:1]([C:3]1[C:8](=[O:9])[N:7]2[N:10]=[C:11]([CH3:15])[C:12]([C:13]#[N:14])=[C:6]2[NH:5][C:4]=1[CH2:16][OH:17])[CH3:2]. The yield is 0.230.